This data is from Forward reaction prediction with 1.9M reactions from USPTO patents (1976-2016). The task is: Predict the product of the given reaction. (1) Given the reactants [NH2:1][CH2:2][C:3]1[CH:4]=[N:5][CH:6]=[CH:7][CH:8]=1.[Cl:9][C:10]1[C:15]([N+:16]([O-:18])=[O:17])=[C:14](Cl)[CH:13]=[C:12]([CH2:20][CH2:21][CH2:22][CH2:23][CH3:24])[N:11]=1.C(N(CC)CC)C, predict the reaction product. The product is: [Cl:9][C:10]1[C:15]([N+:16]([O-:18])=[O:17])=[C:14]([NH:1][CH2:2][C:3]2[CH:4]=[N:5][CH:6]=[CH:7][CH:8]=2)[CH:13]=[C:12]([CH2:20][CH2:21][CH2:22][CH2:23][CH3:24])[N:11]=1. (2) Given the reactants [NH2:1][C:2]([C:28]1[NH:32][C:31]2[CH:33]=[CH:34][C:35]([C:37]#[N:38])=[CH:36][C:30]=2[N:29]=1)([C:4]1[C:12]([S:13]([CH3:16])(=[O:15])=[O:14])=[CH:11][C:10]([CH3:17])=[C:9]2[C:5]=1[CH:6]=[CH:7][N:8]2S(C1C=CC(C)=CC=1)(=O)=O)[CH3:3].[O-]CC.[Na+], predict the reaction product. The product is: [NH2:1][C:2]([C:28]1[NH:32][C:31]2[CH:33]=[CH:34][C:35]([C:37]#[N:38])=[CH:36][C:30]=2[N:29]=1)([C:4]1[C:12]([S:13]([CH3:16])(=[O:15])=[O:14])=[CH:11][C:10]([CH3:17])=[C:9]2[C:5]=1[CH:6]=[CH:7][NH:8]2)[CH3:3]. (3) Given the reactants C(OC(=O)[NH:7][C:8]1[CH:13]=[CH:12][N:11]2[N:14]=[C:15](Br)[N:16]=[C:10]2[CH:9]=1)(C)(C)C.[NH:19]1[CH2:23][CH2:22][CH2:21][CH2:20]1.C(OCC)(=O)C.O.[ClH:31].C(OCC)(=O)C, predict the reaction product. The product is: [ClH:31].[N:19]1([C:15]2[N:16]=[C:10]3[CH:9]=[C:8]([NH2:7])[CH:13]=[CH:12][N:11]3[N:14]=2)[CH2:23][CH2:22][CH2:21][CH2:20]1. (4) Given the reactants [CH3:1][CH:2]1[CH2:6][CH2:5][CH2:4][N:3]1[C:7]1[N:12]=[C:11]([NH:13][C:14]2[C:15]3[N:16]([CH:28]=[CH:29][N:30]=3)[N:17]=[C:18]([C:20]3[CH:21]=[C:22]([CH:25]=[CH:26][CH:27]=3)[CH:23]=O)[CH:19]=2)[CH:10]=[CH:9][CH:8]=1.[NH:31]1[CH2:36][CH2:35][CH2:34][CH2:33][CH2:32]1.C(O[BH-](OC(=O)C)OC(=O)C)(=O)C.[Na+].CC(O)=O, predict the reaction product. The product is: [CH3:1][CH:2]1[CH2:6][CH2:5][CH2:4][N:3]1[C:7]1[N:12]=[C:11]([NH:13][C:14]2[C:15]3[N:16]([CH:28]=[CH:29][N:30]=3)[N:17]=[C:18]([C:20]3[CH:27]=[CH:26][CH:25]=[C:22]([CH2:23][N:31]4[CH2:36][CH2:35][CH2:34][CH2:33][CH2:32]4)[CH:21]=3)[CH:19]=2)[CH:10]=[CH:9][CH:8]=1. (5) Given the reactants C([O:3][C:4](=[O:25])[C@@H:5]([O:22][CH2:23][CH3:24])[CH2:6][C:7]1[CH:12]=[CH:11][C:10]([O:13][CH2:14][C:15]2[S:16][C:17](Br)=[CH:18][C:19]=2[CH3:20])=[CH:9][CH:8]=1)C.[CH2:26]([C:28]1[CH:33]=[CH:32][C:31](B(O)O)=[CH:30][CH:29]=1)[CH3:27], predict the reaction product. The product is: [CH2:23]([O:22][C@@H:5]([CH2:6][C:7]1[CH:8]=[CH:9][C:10]([O:13][CH2:14][C:15]2[S:16][C:17]([C:31]3[CH:32]=[CH:33][C:28]([CH2:26][CH3:27])=[CH:29][CH:30]=3)=[CH:18][C:19]=2[CH3:20])=[CH:11][CH:12]=1)[C:4]([OH:3])=[O:25])[CH3:24]. (6) Given the reactants C[O:2][C:3](=[O:23])[CH2:4][CH2:5][N:6]1[C:11]2[CH:12]=[C:13]([O:17][CH3:18])[CH:14]=[C:15]([CH3:16])[C:10]=2[O:9][CH:8]([CH:19]([CH3:21])[CH3:20])[C:7]1=[O:22].[OH-].[Na+], predict the reaction product. The product is: [CH:19]([CH:8]1[C:7](=[O:22])[N:6]([CH2:5][CH2:4][C:3]([OH:23])=[O:2])[C:11]2[CH:12]=[C:13]([O:17][CH3:18])[CH:14]=[C:15]([CH3:16])[C:10]=2[O:9]1)([CH3:21])[CH3:20].